Dataset: Choline transporter screen with 302,306 compounds. Task: Binary Classification. Given a drug SMILES string, predict its activity (active/inactive) in a high-throughput screening assay against a specified biological target. (1) The molecule is o1c2c(CN3CCN(CC3)C)c(O)ccc2c(=O)c(Oc2ccc(cc2)C(OC)=O)c1C. The result is 0 (inactive). (2) The molecule is O(c1ccc(c2nc3c(nc2c2ccccc2)cccc3)cc1)C. The result is 0 (inactive). (3) The drug is S(c1nc2c3c4c(c2nn1)cccc4ccc3)CC=C. The result is 0 (inactive). (4) The drug is O=C(Nc1cc(c(n2nnnc2)cc1)C)C1N(CCC1)C(=O)Nc1c(cccc1C)C. The result is 0 (inactive).